Dataset: Full USPTO retrosynthesis dataset with 1.9M reactions from patents (1976-2016). Task: Predict the reactants needed to synthesize the given product. (1) Given the product [CH2:12]([O:11][C:10]1[C:5]([OH:4])=[C:6]([C:17](=[O:27])[CH2:18][C:19]2[C:24]([Cl:25])=[CH:23][N:22]=[CH:21][C:20]=2[Cl:26])[CH:7]=[CH:8][C:9]=1[O:15][CH3:16])[CH:13]=[CH2:14], predict the reactants needed to synthesize it. The reactants are: C([O:4][C:5]1[C:10]([O:11][CH2:12][CH:13]=[CH2:14])=[C:9]([O:15][CH3:16])[CH:8]=[CH:7][C:6]=1[C:17](=[O:27])[CH2:18][C:19]1[C:24]([Cl:25])=[CH:23][N:22]=[CH:21][C:20]=1[Cl:26])C=C.C([O-])([O-])=O.[K+].[K+]. (2) Given the product [NH2:31][CH2:32][CH2:33][N:34]1[C:38](=[O:39])/[C:37](=[CH:7]/[C:6]2[CH:9]=[CH:10][CH:11]=[C:4]([O:3][CH2:1][CH3:2])[CH:5]=2)/[S:36][C:35]1=[O:40], predict the reactants needed to synthesize it. The reactants are: [CH2:1]([O:3][C:4]1[CH:5]=[C:6]([CH:9]=[CH:10][CH:11]=1)[CH:7]=O)[CH3:2].C([NH:31][CH2:32][CH2:33][N:34]1[C:38](=[O:39])[CH2:37][S:36][C:35]1=[O:40])(C1C=CC=CC=1)(C1C=CC=CC=1)C1C=CC=CC=1.N1CCCCC1.NCCN1C(=O)/C(=C/C2C=CC=CC=2)/SC1=O.